From a dataset of Forward reaction prediction with 1.9M reactions from USPTO patents (1976-2016). Predict the product of the given reaction. (1) Given the reactants Cl[C:2]1[C:11]([C:12]([OH:14])=[O:13])=[CH:10][C:9]2[C:4](=[CH:5][CH:6]=[C:7]([Cl:15])[CH:8]=2)[N:3]=1.[CH3:16][N:17]1[C:31]2[C:26](=[CH:27][CH:28]=[CH:29][CH:30]=2)[C:19]([CH2:20][C@@H:21]([C:23]([OH:25])=[O:24])[NH2:22])=[CH:18]1, predict the reaction product. The product is: [C:23]([C@@H:21]([NH:22][C:2]1[C:11]([C:12]([OH:14])=[O:13])=[CH:10][C:9]2[C:4](=[CH:5][CH:6]=[C:7]([Cl:15])[CH:8]=2)[N:3]=1)[CH2:20][C:19]1[C:26]2[C:31](=[CH:30][CH:29]=[CH:28][CH:27]=2)[N:17]([CH3:16])[CH:18]=1)([OH:25])=[O:24]. (2) Given the reactants [H-].[Na+].[CH3:3][O:4][C:5]1[CH:10]=[CH:9][CH:8]=[C:7]([O:11][CH2:12][C:13]2[CH:18]=[CH:17][C:16]([O:19][CH3:20])=[CH:15][CH:14]=2)[C:6]=1[C:21](=[O:23])[CH3:22].[C:24](=S)=[S:25].CI.[CH3:29][S:30]([CH3:32])=O, predict the reaction product. The product is: [CH3:3][O:4][C:5]1[CH:10]=[CH:9][CH:8]=[C:7]([O:11][CH2:12][C:13]2[CH:14]=[CH:15][C:16]([O:19][CH3:20])=[CH:17][CH:18]=2)[C:6]=1[C:21](=[O:23])[CH:22]=[C:29]([S:25][CH3:24])[S:30][CH3:32]. (3) Given the reactants Br[C:2]1[C:7]([N:8]([CH2:23][O:24][CH3:25])[S:9]([C:12]2[CH:17]=[CH:16][C:15]([Cl:18])=[C:14]([C:19]([F:22])([F:21])[F:20])[CH:13]=2)(=[O:11])=[O:10])=[CH:6][C:5]([Cl:26])=[CH:4][N:3]=1.C([Mg]Cl)(C)C.[Cl:32][C:33]1[C:44]([CH3:45])=[CH:43][CH:42]=[CH:41][C:34]=1[C:35](N(OC)C)=[O:36], predict the reaction product. The product is: [Cl:18][C:15]1[CH:16]=[CH:17][C:12]([S:9]([N:8]([C:7]2[C:2]([C:35](=[O:36])[C:34]3[CH:41]=[CH:42][CH:43]=[C:44]([CH3:45])[C:33]=3[Cl:32])=[N:3][CH:4]=[C:5]([Cl:26])[CH:6]=2)[CH2:23][O:24][CH3:25])(=[O:11])=[O:10])=[CH:13][C:14]=1[C:19]([F:22])([F:21])[F:20]. (4) Given the reactants C1(P(C2C=CC=CC=2)C2C=CC=CC=2)C=CC=CC=1.[Br:20]Br.[Cl:22][C:23]1[C:30]([CH2:31][CH2:32]O)=[C:29]([F:34])[CH:28]=[CH:27][C:24]=1[C:25]#[N:26], predict the reaction product. The product is: [Br:20][CH2:32][CH2:31][C:30]1[C:23]([Cl:22])=[C:24]([CH:27]=[CH:28][C:29]=1[F:34])[C:25]#[N:26]. (5) Given the reactants [Cl:1][C:2]1[CH:7]=[CH:6][N:5]=[C:4]2[CH:8]=[CH:9][S:10][C:3]=12.[Li]CCCC.[O:16]1[CH2:21][CH2:20][CH2:19][O:18][CH:17]1[C:22]1[N:26]([CH3:27])[C:25](I)=[N:24][CH:23]=1, predict the reaction product. The product is: [O:18]1[CH2:19][CH2:20][CH2:21][O:16][CH:17]1[C:22]1[N:26]([CH3:27])[C:25]([C:9]2[S:10][C:3]3[C:4](=[N:5][CH:6]=[CH:7][C:2]=3[Cl:1])[CH:8]=2)=[N:24][CH:23]=1. (6) The product is: [Cl:1][C:2]1[CH:7]=[CH:6][C:5]([CH:8]([C:15]2[C:23]3[C:18](=[C:19]([CH2:24][S:25][CH3:26])[CH:20]=[CH:21][CH:22]=3)[NH:17][CH:16]=2)[CH2:9][CH2:10][OH:11])=[C:4]([F:27])[CH:3]=1. Given the reactants [Cl:1][C:2]1[CH:7]=[CH:6][C:5]([CH:8]([C:15]2[C:23]3[C:18](=[C:19]([CH2:24][S:25][CH3:26])[CH:20]=[CH:21][CH:22]=3)[NH:17][CH:16]=2)[CH2:9][C:10](OCC)=[O:11])=[C:4]([F:27])[CH:3]=1.[H-].[Al+3].[Li+].[H-].[H-].[H-].Cl, predict the reaction product. (7) Given the reactants Br[C:2]1[C:3]([C:24]#[N:25])=[CH:4][C:5]([F:23])=[C:6]([NH:8][C@@H:9]2[CH2:14][CH2:13][CH2:12][CH2:11][C@@H:10]2[NH:15][C:16](=[O:22])[O:17][C:18]([CH3:21])([CH3:20])[CH3:19])[CH:7]=1.[NH2:26][C:27]1[O:31][N:30]=[C:29]([C:32]2[CH:37]=[CH:36][CH:35]=[CH:34][CH:33]=2)[CH:28]=1.O.O.O.[O-]C1C=CC=CC=1.[Na+].CC1(C)C2C(=C(P(C3C=CC=CC=3)C3C=CC=CC=3)C=CC=2)OC2C(P(C3C=CC=CC=3)C3C=CC=CC=3)=CC=CC1=2, predict the reaction product. The product is: [C:24]([C:3]1[C:2]([NH:26][C:27]2[O:31][N:30]=[C:29]([C:32]3[CH:37]=[CH:36][CH:35]=[CH:34][CH:33]=3)[CH:28]=2)=[CH:7][C:6]([NH:8][C@@H:9]2[CH2:14][CH2:13][CH2:12][CH2:11][C@@H:10]2[NH:15][C:16](=[O:22])[O:17][C:18]([CH3:21])([CH3:20])[CH3:19])=[C:5]([F:23])[CH:4]=1)#[N:25].